Dataset: Peptide-MHC class I binding affinity with 185,985 pairs from IEDB/IMGT. Task: Regression. Given a peptide amino acid sequence and an MHC pseudo amino acid sequence, predict their binding affinity value. This is MHC class I binding data. (1) The peptide sequence is IYYFDGNSW. The MHC is HLA-A23:01 with pseudo-sequence HLA-A23:01. The binding affinity (normalized) is 0.833. (2) The peptide sequence is CSDDGFWSK. The MHC is HLA-A03:01 with pseudo-sequence HLA-A03:01. The binding affinity (normalized) is 0.140.